Dataset: Peptide-MHC class II binding affinity with 134,281 pairs from IEDB. Task: Regression. Given a peptide amino acid sequence and an MHC pseudo amino acid sequence, predict their binding affinity value. This is MHC class II binding data. The peptide sequence is QCAMRPNHTIKGSFL. The MHC is DRB1_0401 with pseudo-sequence DRB1_0401. The binding affinity (normalized) is 0.310.